Dataset: Reaction yield outcomes from USPTO patents with 853,638 reactions. Task: Predict the reaction yield, written as a fraction of the theoretical maximum amount of product (1.0 means a 100% yield; for example, 0.34 means a 34% yield). (1) The reactants are Cl.C([O:5][C@H:6]([CH3:33])[CH2:7][CH2:8][CH2:9][CH2:10][N:11]1[C:16](=[O:17])[C:15]2[C:18](=[O:30])[CH:19]=[C:20]([CH3:29])[N:21]([CH2:22][C:23]3[CH:28]=[CH:27][CH:26]=[CH:25][CH:24]=3)[C:14]=2[N:13]([CH3:31])[C:12]1=[O:32])(=O)C. The catalyst is CO. The product is [CH2:22]([N:21]1[C:14]2[N:13]([CH3:31])[C:12](=[O:32])[N:11]([CH2:10][CH2:9][CH2:8][CH2:7][C@H:6]([OH:5])[CH3:33])[C:16](=[O:17])[C:15]=2[C:18](=[O:30])[CH:19]=[C:20]1[CH3:29])[C:23]1[CH:28]=[CH:27][CH:26]=[CH:25][CH:24]=1. The yield is 0.600. (2) The reactants are [CH3:1][Mg]Br.[CH2:4]([N:6]1[C:10]([O:11][C:12]2[CH:17]=[CH:16][C:15]([CH:18]=[O:19])=[CH:14][CH:13]=2)=[CH:9][C:8]([C:20]2[CH:21]=[C:22]([C:26]([NH:29][S:30]([CH2:33][C:34]([F:37])([F:36])[F:35])(=[O:32])=[O:31])([CH3:28])[CH3:27])[CH:23]=[CH:24][CH:25]=2)=[N:7]1)[CH3:5].[Cl-].[NH4+]. The catalyst is O1CCCC1. The yield is 0.770. The product is [CH2:4]([N:6]1[C:10]([O:11][C:12]2[CH:13]=[CH:14][C:15]([CH:18]([OH:19])[CH3:1])=[CH:16][CH:17]=2)=[CH:9][C:8]([C:20]2[CH:21]=[C:22]([C:26]([NH:29][S:30]([CH2:33][C:34]([F:37])([F:35])[F:36])(=[O:31])=[O:32])([CH3:28])[CH3:27])[CH:23]=[CH:24][CH:25]=2)=[N:7]1)[CH3:5]. (3) The reactants are [NH2:1][C:2]1[CH:7]=[CH:6][C:5]([C@@H:8]([NH:10][C:11](=[O:17])[O:12][C:13]([CH3:16])([CH3:15])[CH3:14])[CH3:9])=[CH:4][CH:3]=1.[Cl:18][C:19]1[CH:27]=[CH:26][C:22]([C:23](Cl)=[O:24])=[CH:21][N:20]=1. The catalyst is ClCCl.C(N(CC)CC)C. The product is [Cl:18][C:19]1[CH:27]=[CH:26][C:22]([C:23]([NH:1][C:2]2[CH:7]=[CH:6][C:5]([C@@H:8]([NH:10][C:11](=[O:17])[O:12][C:13]([CH3:16])([CH3:15])[CH3:14])[CH3:9])=[CH:4][CH:3]=2)=[O:24])=[CH:21][N:20]=1. The yield is 0.860. (4) The reactants are Br[C:2]1[C:10]([N+:11]([O-:13])=[O:12])=[CH:9][C:8]([Br:14])=[CH:7][C:3]=1[C:4]([OH:6])=[O:5].[Cl:15][C:16]1[CH:23]=[CH:22][CH:21]=[CH:20][C:17]=1[CH2:18][NH2:19].[OH-].[Na+].CCOCC. The catalyst is C1(C)C=CC=CC=1. The product is [Br:14][C:8]1[CH:9]=[C:10]([N+:11]([O-:13])=[O:12])[C:2]([NH:19][CH2:18][C:17]2[CH:20]=[CH:21][CH:22]=[CH:23][C:16]=2[Cl:15])=[C:3]([CH:7]=1)[C:4]([OH:6])=[O:5]. The yield is 0.615.